From a dataset of Drug-target binding data from BindingDB using IC50 measurements. Regression. Given a target protein amino acid sequence and a drug SMILES string, predict the binding affinity score between them. We predict pIC50 (pIC50 = -log10(IC50 in M); higher means more potent). Dataset: bindingdb_ic50. (1) The drug is CCN1CCN(c2ccc(NC(=O)Nc3ccc(-c4nc(N5C6CCC5COC6)nc(N5CCOC[C@H]5C)n4)cc3)cc2)CC1. The target protein (P42336) has sequence MPPRPSSGELWGIHLMPPRILVECLLPNGMIVTLECLREATLITIKHELFKEARKYPLHQLLQDESSYIFVSVTQEAEREEFFDETRRLCDLRLFQPFLKVIEPVGNREEKILNREIGFAIGMPVCEFDMVKDPEVQDFRRNILNVCKEAVDLRDLNSPHSRAMYVYPPNVESSPELPKHIYNKLDKGQIIVVIWVIVSPNNDKQKYTLKINHDCVPEQVIAEAIRKKTRSMLLSSEQLKLCVLEYQGKYILKVCGCDEYFLEKYPLSQYKYIRSCIMLGRMPNLMLMAKESLYSQLPMDCFTMPSYSRRISTATPYMNGETSTKSLWVINSALRIKILCATYVNVNIRDIDKIYVRTGIYHGGEPLCDNVNTQRVPCSNPRWNEWLNYDIYIPDLPRAARLCLSICSVKGRKGAKEEHCPLAWGNINLFDYTDTLVSGKMALNLWPVPHGLEDLLNPIGVTGSNPNKETPCLELEFDWFSSVVKFPDMSVIEEHANWSV.... The pIC50 is 6.0. (2) The small molecule is O=C(CN(Cc1cccc(C(=O)O)c1)S(=O)(=O)c1cccc(C(=O)O)c1)NO. The target protein (Q16819) has sequence MAWIRSTCILFFTLLFAHIAAVPIKYLPEENVHDADFGEQKDISEINLAAGLDLFQGDILLQKSRNGLRDPNTRWTFPIPYILADNLGLNAKGAILYAFEMFRLKSCVDFKPYEGESSYIIFQQFDGCWSEVGDQHVGQNISIGQGCAYKAIIEHEILHALGFYHEQSRTDRDDYVNIWWDQILSGYQHNFDTYDDSLITDLNTPYDYESLMHYQPFSFNKNASVPTITAKIPEFNSIIGQRLDFSAIDLERLNRMYNCTTTHTLLDHCTFEKANICGMIQGTRDDTDWAHQDSAQAGEVDHTLLGQCTGAGYFMQFSTSSGSAEEAALLESRILYPKRKQQCLQFFYKMTGSPSDRLVVWVRRDDSTGNVRKLVKVQTFQGDDDHNWKIAHVVLKEEQKFRYLFQGTKGDPQNSTGGIYLDDITLTETPCPTGVWTVRNFSQVLENTSKGDKLQSPRFYNSEGYGFGVTLYPNSRESSGYLRLAFHVCSGENDAILEWP.... The pIC50 is 4.6. (3) The small molecule is Nc1nc(N)c(C(=O)N[C@H]2CCC[N+](CCCc3ccc(OCC(=O)NCCCO)cc3)(CCCc3ccc(OCC(=O)NCCCO)cc3)C2)nc1Cl.[Cl-]. The target protein (Q61180) has sequence MLDHTRAPELNLDLDLDVSNSPKGSMKGNNFKEQDLCPPLPMQGLGKGDKREEQALGPEPSEPRQPTEEEEALIEFHRSYRELFQFFCNNTTIHGAIRLVCSKHNRMKTAFWAVLWLCTFGMMYWQFALLFEEYFSYPVSLNINLNSDKLVFPAVTVCTLNPYRYTEIKEDLEELDRITEQTLFDLYKYNSSYTRQAGGRRRSTRDLRGALPHPLQRLRTPPPPNPARSARSASSSVRDNNPQVDRKDWKIGFQLCNQNKSDCFYQTYSSGVDAVREWYRFHYINILSRLPDTSPALEEEALGSFIFTCRFNQAPCNQANYSQFHHPMYGNCYTFNNKNNSNLWMSSMPGVNNGLSLTLRTEQNDFIPLLSTVTGARVMVHGQDEPAFMDDGGFNVRPGVETSISMRKEALDSLGGNYGDCTENGSDVPVKNLYPSKYTQQVCIHSCFQENMIKKCGCAYIFYPKPKGVEFCDYLKQSSWGYCYYKLQAAFSLDSLGCFS.... The pIC50 is 7.9.